From a dataset of Forward reaction prediction with 1.9M reactions from USPTO patents (1976-2016). Predict the product of the given reaction. (1) Given the reactants C([N:3]([C:5](=[O:36])[C:6]1[CH:11]=[C:10]([C:12]#[N:13])[CH:9]=[CH:8][C:7]=1[CH:14]1[C:19]([C:20](=O)[CH3:21])=[C:18]([CH3:23])[N:17]([C:24]2[CH:29]=[CH:28][CH:27]=[C:26]([C:30]([F:33])([F:32])[F:31])[CH:25]=2)[C:16](=[O:34])[N:15]1[CH3:35])[NH2:4])=O.[OH-:37].[CH3:38]OC(NS([N+](CC)(CC)CC)(=O)=O)=O, predict the reaction product. The product is: [C:20]([C:19]1[CH:14]([C:7]2[CH:8]=[CH:9][C:10]([C:12]#[N:13])=[CH:11][C:6]=2[C:5]2[O:36][CH:38]=[N:4][N:3]=2)[N:15]([CH3:35])[C:16](=[O:34])[N:17]([C:24]2[CH:29]=[CH:28][CH:27]=[C:26]([C:30]([F:32])([F:31])[F:33])[CH:25]=2)[C:18]=1[CH3:23])(=[O:37])[CH3:21]. (2) Given the reactants [F:1][C:2]1[CH:10]=[CH:9][C:8]([I:11])=[CH:7][C:3]=1[C:4]([OH:6])=O.[K+].[C:13]([O:19][CH2:20][CH3:21])(=[O:18])[CH2:14]C([O-])=O.Cl[Si](C)(C)C.C1CCN2C(=NCCC2)CC1, predict the reaction product. The product is: [F:1][C:2]1[CH:10]=[CH:9][C:8]([I:11])=[CH:7][C:3]=1[C:4](=[O:6])[CH2:14][C:13]([O:19][CH2:20][CH3:21])=[O:18]. (3) Given the reactants [Cl:1][C:2]1[CH:3]=[CH:4][C:5]([C@@:8]([NH:30][C:31](=[O:41])[NH:32][CH:33]([C:37]([F:40])([F:39])[F:38])[C:34]([NH2:36])=O)([C:16]2[CH:21]=[C:20]([O:22][C:23]([F:28])([F:27])[CH:24]([F:26])[F:25])[CH:19]=[C:18]([F:29])[CH:17]=2)[CH2:9][C:10]2[CH:15]=[CH:14][CH:13]=[CH:12][CH:11]=2)=[N:6][CH:7]=1.CS(C)=O.[Cl-].CCN(CC)CC, predict the reaction product. The product is: [Cl:1][C:2]1[CH:3]=[CH:4][C:5]([C@@:8]([NH:30][C:31]([NH:32][CH:33]([C:34]#[N:36])[C:37]([F:39])([F:38])[F:40])=[O:41])([C:16]2[CH:21]=[C:20]([O:22][C:23]([F:28])([F:27])[CH:24]([F:25])[F:26])[CH:19]=[C:18]([F:29])[CH:17]=2)[CH2:9][C:10]2[CH:11]=[CH:12][CH:13]=[CH:14][CH:15]=2)=[N:6][CH:7]=1. (4) Given the reactants C([N:8]1[N:12]=[N:11][C:10]([C@H:13]2[O:17][C@@H:16]([N:18]3[CH:26]=[N:25][C:24]4[C:19]3=[N:20][C:21]([N:42]3[CH2:46][CH2:45][C@@H:44]([NH:47][C:48]([NH:50][C:51]5[CH:52]=[N:53][CH:54]=[CH:55][CH:56]=5)=[O:49])[CH2:43]3)=[N:22][C:23]=4[NH:27][CH2:28][CH:29]([C:36]3[CH:41]=[CH:40][CH:39]=[CH:38][CH:37]=3)[C:30]3[CH:35]=[CH:34][CH:33]=[CH:32][CH:31]=3)[C@H:15]([OH:57])[C@@H:14]2[OH:58])=[N:9]1)C1C=CC=CC=1.C([O-])=O.[NH4+], predict the reaction product. The product is: [OH:57][C@@H:15]1[C@H:14]([OH:58])[C@@H:13]([C:10]2[N:11]=[N:12][NH:8][N:9]=2)[O:17][C@H:16]1[N:18]1[CH:26]=[N:25][C:24]2[C:19]1=[N:20][C:21]([N:42]1[CH2:46][CH2:45][C@@H:44]([NH:47][C:48]([NH:50][C:51]3[CH:52]=[N:53][CH:54]=[CH:55][CH:56]=3)=[O:49])[CH2:43]1)=[N:22][C:23]=2[NH:27][CH2:28][CH:29]([C:30]1[CH:31]=[CH:32][CH:33]=[CH:34][CH:35]=1)[C:36]1[CH:41]=[CH:40][CH:39]=[CH:38][CH:37]=1. (5) Given the reactants [OH:1][C@H:2]1[CH2:7][CH2:6][C@@H:5]([NH:8][C:9]2[C:14]([C:15]#[N:16])=[CH:13][N:12]=[C:11](S(C)(=O)=O)[N:10]=2)[CH2:4][C:3]1([CH3:22])[CH3:21].[CH3:23][N:24]1[C:32]2[C:27](=[CH:28][CH:29]=[CH:30][CH:31]=2)[C:26]([CH2:33][CH2:34][NH2:35])=[CH:25]1.CCN(C(C)C)C(C)C, predict the reaction product. The product is: [OH:1][C@H:2]1[CH2:7][CH2:6][C@@H:5]([NH:8][C:9]2[C:14]([C:15]#[N:16])=[CH:13][N:12]=[C:11]([NH:35][CH2:34][CH2:33][C:26]3[C:27]4[C:32](=[CH:31][CH:30]=[CH:29][CH:28]=4)[N:24]([CH3:23])[CH:25]=3)[N:10]=2)[CH2:4][C:3]1([CH3:22])[CH3:21]. (6) Given the reactants [CH3:1][O:2][C:3]1[CH:26]=[CH:25][C:6]([CH2:7][N:8]2[CH2:14][C:13]3[CH:15]=[C:16]([C:19]([O:21]C)=O)[CH:17]=[CH:18][C:12]=3[N:11]([CH3:23])[C:10](=[O:24])[CH2:9]2)=[CH:5][CH:4]=1.[NH2:27][OH:28].[OH-].[Na+], predict the reaction product. The product is: [OH:28][NH:27][C:19]([C:16]1[CH:17]=[CH:18][C:12]2[N:11]([CH3:23])[C:10](=[O:24])[CH2:9][N:8]([CH2:7][C:6]3[CH:25]=[CH:26][C:3]([O:2][CH3:1])=[CH:4][CH:5]=3)[CH2:14][C:13]=2[CH:15]=1)=[O:21].